This data is from Forward reaction prediction with 1.9M reactions from USPTO patents (1976-2016). The task is: Predict the product of the given reaction. (1) Given the reactants [F:1][C:2]([F:30])([F:29])[C:3]1[CH:8]=[CH:7][C:6]([C:9]2([OH:16])[CH2:15][CH2:14][CH2:13][CH2:12][CH2:11][CH2:10]2)=[C:5]([CH2:17][O:18][Si:19]([CH:26]([CH3:28])[CH3:27])([CH:23]([CH3:25])[CH3:24])[CH:20]([CH3:22])[CH3:21])[CH:4]=1.[H-].[Na+].[CH3:33]I, predict the reaction product. The product is: [CH3:33][O:16][C:9]1([C:6]2[CH:7]=[CH:8][C:3]([C:2]([F:29])([F:1])[F:30])=[CH:4][C:5]=2[CH2:17][O:18][Si:19]([CH:26]([CH3:28])[CH3:27])([CH:23]([CH3:24])[CH3:25])[CH:20]([CH3:22])[CH3:21])[CH2:15][CH2:14][CH2:13][CH2:12][CH2:11][CH2:10]1. (2) Given the reactants [NH2:1][C@H:2]1[CH2:11][C:10]2[C:5](=[CH:6][CH:7]=[C:8]([C:12]#[N:13])[CH:9]=2)[NH:4][CH2:3]1.[CH:14]1([N:20]=[C:21]=[O:22])[CH2:19][CH2:18][CH2:17][CH2:16][CH2:15]1, predict the reaction product. The product is: [C:12]([C:8]1[CH:9]=[C:10]2[C:5](=[CH:6][CH:7]=1)[NH:4][CH2:3][C@@H:2]([NH:1][C:21]([NH:20][CH:14]1[CH2:19][CH2:18][CH2:17][CH2:16][CH2:15]1)=[O:22])[CH2:11]2)#[N:13]. (3) Given the reactants [O:1]=[C:2]1[N:6]([C:7]2[CH:8]=[CH:9][C:10]3[C:16](=[O:17])[CH2:15][CH2:14][CH2:13][CH2:12][C:11]=3[CH:18]=2)[CH2:5][C@H:4]([CH2:19][NH:20][C:21](=[O:23])[CH3:22])[O:3]1.[S:24]1[CH:28]=[CH:27][N:26]=[C:25]1[CH:29]=O.N1CCCCC1, predict the reaction product. The product is: [O:1]=[C:2]1[N:6]([C:7]2[CH:8]=[CH:9][C:10]3[C:16](=[O:17])[C:15](=[CH:29][C:25]4[S:24][CH:28]=[CH:27][N:26]=4)[CH2:14][CH2:13][CH2:12][C:11]=3[CH:18]=2)[CH2:5][C@H:4]([CH2:19][NH:20][C:21](=[O:23])[CH3:22])[O:3]1. (4) Given the reactants [C:1](Cl)(=[O:3])[CH3:2].[NH2:5][C:6]1[CH:7]=[C:8]([CH:32]=[CH:33][C:34]=1[OH:35])[C:9]([NH:11][NH:12][C:13]([C:15]1[O:16][CH:17]=[C:18]([C:26]2[CH:31]=[CH:30][CH:29]=[CH:28][CH:27]=2)[C:19]=1[C:20]1[CH:25]=[CH:24][CH:23]=[CH:22][CH:21]=1)=[O:14])=[O:10].C(N(C(C)C)C(C)C)C, predict the reaction product. The product is: [C:1]([NH:5][C:6]1[CH:7]=[C:8]([CH:32]=[CH:33][C:34]=1[OH:35])[C:9]([NH:11][NH:12][C:13]([C:15]1[O:16][CH:17]=[C:18]([C:26]2[CH:27]=[CH:28][CH:29]=[CH:30][CH:31]=2)[C:19]=1[C:20]1[CH:21]=[CH:22][CH:23]=[CH:24][CH:25]=1)=[O:14])=[O:10])(=[O:3])[CH3:2]. (5) Given the reactants ON1[C:7]([CH3:9])([CH3:8])[CH2:6][CH:5](NC(=O)C)[CH2:4][C:3]1([CH3:15])C.[C:16]([OH:19])(=[O:22])C.[C:16]([OH:19])(=[O:22])C.I[C:25]1[CH:30]=CC=[CH:30][CH:25]=1.[C:31](=[O:34])(O)[O-:32].[Na+].[OH-:36].[Na+], predict the reaction product. The product is: [OH:36][C:7]([CH3:8])([CH3:9])[C:6]([C:5]1[CH:4]=[CH:3][C:15]([O:19][CH2:16][C:31]([OH:32])=[O:34])=[CH:25][CH:30]=1)=[O:22].